Dataset: Peptide-MHC class I binding affinity with 185,985 pairs from IEDB/IMGT. Task: Regression. Given a peptide amino acid sequence and an MHC pseudo amino acid sequence, predict their binding affinity value. This is MHC class I binding data. (1) The peptide sequence is WSYYMATLK. The MHC is HLA-A11:01 with pseudo-sequence HLA-A11:01. The binding affinity (normalized) is 0.743. (2) The peptide sequence is RMFRWLVLRI. The MHC is HLA-A02:01 with pseudo-sequence HLA-A02:01. The binding affinity (normalized) is 0.927. (3) The peptide sequence is MIDSDEWVY. The MHC is HLA-A69:01 with pseudo-sequence HLA-A69:01. The binding affinity (normalized) is 0.0847.